This data is from NCI-60 drug combinations with 297,098 pairs across 59 cell lines. The task is: Regression. Given two drug SMILES strings and cell line genomic features, predict the synergy score measuring deviation from expected non-interaction effect. (1) Drug 1: CC12CCC(CC1=CCC3C2CCC4(C3CC=C4C5=CN=CC=C5)C)O. Drug 2: C1=CN(C=N1)CC(O)(P(=O)(O)O)P(=O)(O)O. Cell line: MDA-MB-231. Synergy scores: CSS=8.41, Synergy_ZIP=-1.69, Synergy_Bliss=0.280, Synergy_Loewe=1.22, Synergy_HSA=1.11. (2) Drug 1: COC1=C(C=C2C(=C1)N=CN=C2NC3=CC(=C(C=C3)F)Cl)OCCCN4CCOCC4. Drug 2: C1=NC2=C(N1)C(=S)N=CN2. Cell line: RXF 393. Synergy scores: CSS=18.4, Synergy_ZIP=-12.2, Synergy_Bliss=-14.5, Synergy_Loewe=-13.8, Synergy_HSA=-10.9. (3) Drug 1: CC(CN1CC(=O)NC(=O)C1)N2CC(=O)NC(=O)C2. Drug 2: C1=CC=C(C=C1)NC(=O)CCCCCCC(=O)NO. Cell line: T-47D. Synergy scores: CSS=5.03, Synergy_ZIP=-3.66, Synergy_Bliss=-6.33, Synergy_Loewe=-4.43, Synergy_HSA=-4.25. (4) Drug 1: CC12CCC(CC1=CCC3C2CCC4(C3CC=C4C5=CN=CC=C5)C)O. Drug 2: COC1=CC(=CC(=C1O)OC)C2C3C(COC3=O)C(C4=CC5=C(C=C24)OCO5)OC6C(C(C7C(O6)COC(O7)C8=CC=CS8)O)O. Cell line: HCT116. Synergy scores: CSS=50.9, Synergy_ZIP=-4.94, Synergy_Bliss=-8.37, Synergy_Loewe=-26.0, Synergy_HSA=-7.00. (5) Drug 1: C1=C(C(=O)NC(=O)N1)F. Drug 2: CS(=O)(=O)CCNCC1=CC=C(O1)C2=CC3=C(C=C2)N=CN=C3NC4=CC(=C(C=C4)OCC5=CC(=CC=C5)F)Cl. Cell line: UACC-257. Synergy scores: CSS=14.6, Synergy_ZIP=-1.48, Synergy_Bliss=0.451, Synergy_Loewe=-3.60, Synergy_HSA=-3.35. (6) Drug 1: CNC(=O)C1=CC=CC=C1SC2=CC3=C(C=C2)C(=NN3)C=CC4=CC=CC=N4. Drug 2: CN(CC1=CN=C2C(=N1)C(=NC(=N2)N)N)C3=CC=C(C=C3)C(=O)NC(CCC(=O)O)C(=O)O. Cell line: A549. Synergy scores: CSS=36.8, Synergy_ZIP=2.85, Synergy_Bliss=-3.00, Synergy_Loewe=-13.1, Synergy_HSA=-2.41. (7) Drug 1: C1=CC(=CC=C1CCC2=CNC3=C2C(=O)NC(=N3)N)C(=O)NC(CCC(=O)O)C(=O)O. Drug 2: CN(C)N=NC1=C(NC=N1)C(=O)N. Cell line: KM12. Synergy scores: CSS=11.4, Synergy_ZIP=-8.51, Synergy_Bliss=-11.0, Synergy_Loewe=-5.93, Synergy_HSA=-5.74. (8) Drug 1: CC1C(C(CC(O1)OC2CC(CC3=C2C(=C4C(=C3O)C(=O)C5=C(C4=O)C(=CC=C5)OC)O)(C(=O)C)O)N)O.Cl. Drug 2: C1CC(=O)NC(=O)C1N2C(=O)C3=CC=CC=C3C2=O. Cell line: NCI/ADR-RES. Synergy scores: CSS=3.38, Synergy_ZIP=1.90, Synergy_Bliss=8.17, Synergy_Loewe=6.16, Synergy_HSA=6.15.